Dataset: Retrosynthesis with 50K atom-mapped reactions and 10 reaction types from USPTO. Task: Predict the reactants needed to synthesize the given product. (1) Given the product CC(=O)OCc1c(-c2cc(Nc3cc4n(n3)CCN(C(C)=O)C4)c(=O)n(C)c2)cccc1N1CCn2c(cc3c2CCCC3)C1=O, predict the reactants needed to synthesize it. The reactants are: CC(=O)N1CCn2nc(Nc3cc(Br)cn(C)c3=O)cc2C1.CC(=O)OCc1c(B2OC(C)(C)C(C)(C)O2)cccc1N1CCn2c(cc3c2CCCC3)C1=O. (2) Given the product O=C1c2cnc(N3CCNCC3)nc2CN1C1CCCCC1, predict the reactants needed to synthesize it. The reactants are: O=C1c2cnc(N3CCN(Cc4ccccc4)CC3)nc2CN1C1CCCCC1. (3) Given the product CNc1cc(C)c(CC2(S(=O)(=O)N3CCC(=O)CC3)CC2)c(C)c1, predict the reactants needed to synthesize it. The reactants are: CNc1cc(C)c(CC2(S(=O)(=O)N3CCC4(CC3)OCCO4)CC2)c(C)c1. (4) Given the product COC(=O)c1ccccc1-c1cccc2cc(OC)ccc12, predict the reactants needed to synthesize it. The reactants are: COC(=O)c1ccccc1B(O)O.COc1ccc2c(Br)cccc2c1. (5) The reactants are: Fc1ccc2c(c1)CCC2Nc1ccc2cc(Br)ccc2n1.Nc1cccc(C(F)(F)F)n1. Given the product Fc1ccc2c(c1)CCC2Nc1ccc2cc(Nc3cccc(C(F)(F)F)n3)ccc2n1, predict the reactants needed to synthesize it. (6) Given the product O=C(O)CC(O)CC(O)/C=C/C1=C(c2ccc(F)cc2)C=C(c2ccccc2)C12CCCC2, predict the reactants needed to synthesize it. The reactants are: COC(=O)CC(O)CC(O)/C=C/C1=C(c2ccc(F)cc2)C=C(c2ccccc2)C12CCCC2. (7) The reactants are: CC[C@@H](NC(=O)OC(C)(C)C)c1ccc(Cl)c(C(=O)c2ccc(C(=O)O)nc2)c1F. Given the product CC[C@@H](N)c1ccc(Cl)c(C(=O)c2ccc(C(=O)O)nc2)c1F, predict the reactants needed to synthesize it.